Dataset: Catalyst prediction with 721,799 reactions and 888 catalyst types from USPTO. Task: Predict which catalyst facilitates the given reaction. (1) Reactant: [CH:1]1([N:6]2[C:15]3[C:10](=[CH:11][N:12]=[C:13]([S:16][CH3:17])[N:14]=3)[CH:9]=[CH:8][S:7]2(=[O:19])=[O:18])[CH2:5][CH2:4][CH2:3][CH2:2]1.C1(S(N2C(C3C=CC=CC=3)O2)(=O)=[O:27])C=CC=CC=1. The catalyst class is: 98. Product: [CH:1]1([N:6]2[C:15]3[C:10](=[CH:11][N:12]=[C:13]([S:16]([CH3:17])=[O:27])[N:14]=3)[CH:9]=[CH:8][S:7]2(=[O:18])=[O:19])[CH2:2][CH2:3][CH2:4][CH2:5]1. (2) Reactant: [CH3:1][N:2]1[C:10]2[N:9]=[C:8]([N:11]3[CH2:15][CH:14]4[CH2:16][N:17](C(OC(C)(C)C)=O)[CH2:18][CH:13]4[CH2:12]3)[N:7]([CH2:26][CH:27]=[C:28]([CH3:30])[CH3:29])[C:6]=2[C:5](=[O:31])[N:4]([CH2:32][C:33](=[O:40])[C:34]2[CH:39]=[CH:38][CH:37]=[CH:36][CH:35]=2)[C:3]1=[O:41].[ClH:42]. Product: [ClH:42].[CH2:12]1[C@@H:13]2[CH2:18][NH:17][CH2:16][C@@H:14]2[CH2:15][N:11]1[C:8]1[N:7]([CH2:26][CH:27]=[C:28]([CH3:30])[CH3:29])[C:6]2[C:5](=[O:31])[N:4]([CH2:32][C:33](=[O:40])[C:34]3[CH:35]=[CH:36][CH:37]=[CH:38][CH:39]=3)[C:3](=[O:41])[N:2]([CH3:1])[C:10]=2[N:9]=1. The catalyst class is: 13.